Dataset: TCR-epitope binding with 47,182 pairs between 192 epitopes and 23,139 TCRs. Task: Binary Classification. Given a T-cell receptor sequence (or CDR3 region) and an epitope sequence, predict whether binding occurs between them. The TCR CDR3 sequence is CASSQGVFGQPQHF. The epitope is LLLGIGILV. Result: 1 (the TCR binds to the epitope).